This data is from Forward reaction prediction with 1.9M reactions from USPTO patents (1976-2016). The task is: Predict the product of the given reaction. (1) Given the reactants [Cl:1][C:2]1[CH:3]=[N:4][C:5]2[N:6]([N:8]=[C:9]([C:11]([OH:13])=O)[CH:10]=2)[CH:7]=1.[CH3:14][C:15]1[N:16]=[C:17]2[CH2:22][NH:21][CH2:20][CH2:19][N:18]2[CH:23]=1, predict the reaction product. The product is: [Cl:1][C:2]1[CH:3]=[N:4][C:5]2[N:6]([N:8]=[C:9]([C:11]([N:21]3[CH2:20][CH2:19][N:18]4[CH:23]=[C:15]([CH3:14])[N:16]=[C:17]4[CH2:22]3)=[O:13])[CH:10]=2)[CH:7]=1. (2) Given the reactants [NH2:1][C@H:2]1[CH2:7][CH2:6][C@H:5]([NH:8][C:9]([C:11]2[C:15]3[N:16]=[CH:17][N:18]=[C:19]([C:20]4[CH:25]=[C:24]([CH:26]([F:28])[F:27])[CH:23]=[CH:22][C:21]=4[O:29][CH2:30][CH:31]4[CH2:33][CH2:32]4)[C:14]=3[NH:13][C:12]=2[CH3:34])=[O:10])[C@H:4]([F:35])[CH2:3]1.[C:36](Cl)(=[O:38])[CH3:37], predict the reaction product. The product is: [C:36]([NH:1][C@H:2]1[CH2:7][CH2:6][C@H:5]([NH:8][C:9]([C:11]2[C:15]3[N:16]=[CH:17][N:18]=[C:19]([C:20]4[CH:25]=[C:24]([CH:26]([F:28])[F:27])[CH:23]=[CH:22][C:21]=4[O:29][CH2:30][CH:31]4[CH2:32][CH2:33]4)[C:14]=3[NH:13][C:12]=2[CH3:34])=[O:10])[C@H:4]([F:35])[CH2:3]1)(=[O:38])[CH3:37].